This data is from Catalyst prediction with 721,799 reactions and 888 catalyst types from USPTO. The task is: Predict which catalyst facilitates the given reaction. (1) Reactant: Cl[C:2]1[CH:7]=[CH:6][C:5]([O:8][CH3:9])=[CH:4][CH:3]=1.[F:10]C1C=CC(N)=CC=1. Product: [F:10][C:2]1[CH:7]=[CH:6][C:5]([O:8][CH3:9])=[CH:4][CH:3]=1. The catalyst class is: 216. (2) Reactant: C(=O)=O.[CH2:4]1[N:9]([CH2:10][CH2:11]O)[CH2:8][CH2:7]N(CCS(O)(=O)=O)[CH2:5]1.[Na+].[Cl-].[Cl-].[K+].[Cl-].[Cl-].[Ca+2].[O-]S([O-])(=O)=O.[Mg+2].O=[CH:33][C@@H:34]([C@H:36]([C@@H:38]([C@@H:40]([CH2:42]O)O)O)O)O.O=[C:45]1O[C@H:50]([C@H](CO)O)[C:48](O)=[C:46]1O.[CH3:56][N:57](CC1C=CC=CC=1)[CH2:58]C#C.C1C(C(O)CN)=CC(O)=C(O)C=1. Product: [CH3:56][NH:57][CH2:58][CH2:11][CH2:10][N:9]1[C:4]2[CH:5]=[CH:45][CH:46]=[CH:48][C:50]=2[CH2:42][CH2:40][C:38]2[CH:36]=[CH:34][CH:33]=[CH:7][C:8]1=2. The catalyst class is: 16.